From a dataset of Full USPTO retrosynthesis dataset with 1.9M reactions from patents (1976-2016). Predict the reactants needed to synthesize the given product. Given the product [Cl:1][C:2]1[N:3]=[C:4]([N:19]2[CH2:24][CH2:23][O:22][CH2:21][CH2:20]2)[C:5]2[S:10][C:9]([CH2:11][N:12]3[CH2:17][CH2:16][N:15]([S:35]([CH:32]([CH3:34])[CH3:33])(=[O:37])=[O:36])[CH2:14][CH2:13]3)=[C:8]([CH3:18])[C:6]=2[N:7]=1, predict the reactants needed to synthesize it. The reactants are: [Cl:1][C:2]1[N:3]=[C:4]([N:19]2[CH2:24][CH2:23][O:22][CH2:21][CH2:20]2)[C:5]2[S:10][C:9]([CH2:11][N:12]3[CH2:17][CH2:16][NH:15][CH2:14][CH2:13]3)=[C:8]([CH3:18])[C:6]=2[N:7]=1.C(N(CC)CC)C.[CH:32]([S:35](Cl)(=[O:37])=[O:36])([CH3:34])[CH3:33].